This data is from Catalyst prediction with 721,799 reactions and 888 catalyst types from USPTO. The task is: Predict which catalyst facilitates the given reaction. (1) Reactant: [C:1]([Cl:4])(=O)C.C(O[C:10]([N:12]1[CH2:17][CH2:16][C:15]([O:21][CH3:22])([C:18]([OH:20])=[O:19])[CH2:14][CH2:13]1)=O)(C)(C)C.C(=O)([O-])[O-].[Na+].[Na+].ClC1[N:35]=[CH:34][C:33]([B:36]([OH:38])[OH:37])=[CH:32][N:31]=1. Product: [ClH:4].[CH3:22][O:21][C:15]1([C:18]([O:20][CH3:1])=[O:19])[CH2:14][CH2:13][N:12]([C:10]2[N:35]=[CH:34][C:33]([B:36]([OH:38])[OH:37])=[CH:32][N:31]=2)[CH2:17][CH2:16]1. The catalyst class is: 645. (2) Reactant: Br[C:2]1[C:3]([C:15]([F:18])([F:17])[F:16])=[C:4]2[C:9](=[C:10]([O:12][CH3:13])[CH:11]=1)[N:8]=[CH:7][NH:6][C:5]2=[O:14].[F:19][C:20]1[CH:25]=[CH:24][C:23](B(O)O)=[CH:22][CH:21]=1.C(=O)([O-])[O-].[K+].[K+].C(OCC)(=O)C. Product: [F:19][C:20]1[CH:25]=[CH:24][C:23]([C:2]2[C:3]([C:15]([F:18])([F:17])[F:16])=[C:4]3[C:9](=[C:10]([O:12][CH3:13])[CH:11]=2)[N:8]=[CH:7][NH:6][C:5]3=[O:14])=[CH:22][CH:21]=1. The catalyst class is: 9. (3) Reactant: [C:1]([O:5][C:6]([NH:8][CH2:9][C:10]([N:12]([CH2:14][C:15]([OH:17])=[O:16])[CH3:13])=[O:11])=[O:7])([CH3:4])([CH3:3])[CH3:2].[CH2:18]([C@:20]1(O)[C:48]2[CH:47]=[C:46]3[N:26]([CH2:27][C:28]4[C:29]3=[N:30][C:31]3[C:32]5[C:33]=4[N:34]([CH2:41][CH2:42][CH2:43][CH2:44][CH3:45])[CH:35]=[N:36][C:37]=5[CH:38]=[CH:39][CH:40]=3)[C:25](=[O:49])[C:24]=2[CH2:23][O:22][C:21]1=[O:50])[CH3:19].Cl.C(N=C=NCCCN(C)C)C. Product: [C:1]([O:5][C:6]([NH:8][CH2:9][C:10]([N:12]([CH2:14][C:15]([O:17][C@@:20]1([CH2:18][CH3:19])[C:48]2[CH:47]=[C:46]3[N:26]([CH2:27][C:28]4[C:29]3=[N:30][C:31]3[C:32]5[C:33]=4[N:34]([CH2:41][CH2:42][CH2:43][CH2:44][CH3:45])[CH:35]=[N:36][C:37]=5[CH:38]=[CH:39][CH:40]=3)[C:25](=[O:49])[C:24]=2[CH2:23][O:22][C:21]1=[O:50])=[O:16])[CH3:13])=[O:11])=[O:7])([CH3:4])([CH3:2])[CH3:3]. The catalyst class is: 143. (4) Reactant: C[O:2][C:3](=[O:17])[C:4]1[CH:9]=[C:8]([O:10][CH3:11])[C:7]([O:12][CH3:13])=[C:6]([CH2:14][CH:15]=[CH2:16])[CH:5]=1.S(C)C.[OH-:21].[Na+].OO. Product: [OH:21][CH2:16][CH2:15][CH2:14][C:6]1[CH:5]=[C:4]([CH:9]=[C:8]([O:10][CH3:11])[C:7]=1[O:12][CH3:13])[C:3]([OH:2])=[O:17]. The catalyst class is: 1. (5) Reactant: [Cl:1][C:2]1[CH:3]=[CH:4][C:5]([OH:18])=[C:6]2[C:11]=1[NH:10][C:9](=[O:12])[NH:8][C:7]12[CH2:17][CH2:16][CH2:15][CH2:14][CH2:13]1.C(=O)([O-])[O-].[Cs+].[Cs+].F[C:26]1[C:33]([F:34])=[CH:32][CH:31]=[CH:30][C:27]=1[C:28]#[N:29].O. Product: [Cl:1][C:2]1[CH:3]=[CH:4][C:5]([O:18][C:26]2[C:33]([F:34])=[CH:32][CH:31]=[CH:30][C:27]=2[C:28]#[N:29])=[C:6]2[C:11]=1[NH:10][C:9](=[O:12])[NH:8][C:7]12[CH2:17][CH2:16][CH2:15][CH2:14][CH2:13]1. The catalyst class is: 3. (6) Reactant: [NH2:1][C@@H:2]([CH2:5][CH3:6])[CH2:3][OH:4].C(=O)([O-])[O-].[K+].[K+].[CH2:13](Br)[C:14]1[CH:19]=[CH:18][CH:17]=[CH:16][CH:15]=1. Product: [CH2:13]([N:1]([CH2:13][C:14]1[CH:19]=[CH:18][CH:17]=[CH:16][CH:15]=1)[C@@H:2]([CH2:5][CH3:6])[CH2:3][OH:4])[C:14]1[CH:19]=[CH:18][CH:17]=[CH:16][CH:15]=1. The catalyst class is: 10.